From a dataset of Full USPTO retrosynthesis dataset with 1.9M reactions from patents (1976-2016). Predict the reactants needed to synthesize the given product. (1) Given the product [Br:26][C:15]1[CH:14]=[C:13]([C:6]2[CH:5]=[C:4]([OH:3])[N:30]=[N:31][C:7]=2[CH2:8][CH2:9][CH2:10][CH3:11])[CH:18]=[CH:17][C:16]=1[O:19][CH:20]1[CH2:25][CH2:24][CH2:23][CH2:22][CH2:21]1, predict the reactants needed to synthesize it. The reactants are: C([O:3][C:4](=O)[CH:5](O)[CH:6]([C:13]1[CH:18]=[CH:17][C:16]([O:19][CH:20]2[CH2:25][CH2:24][CH2:23][CH2:22][CH2:21]2)=[C:15]([Br:26])[CH:14]=1)[C:7](=O)[CH2:8][CH2:9][CH2:10][CH3:11])C.O.[NH2:30][NH2:31]. (2) The reactants are: [CH:1]([NH:4][C:5]1[O:9][C:8]([C:10]2[CH:11]=[C:12]3[C:16](=[CH:17][CH:18]=2)[N:15]([S:19]([C:22]2[CH:28]=[CH:27][C:25]([CH3:26])=[CH:24][CH:23]=2)(=[O:21])=[O:20])[CH:14]=[C:13]3[C:29]2[CH:30]=[N:31][CH:32]=[C:33]([CH:37]=2)[C:34](O)=[O:35])=[N:7][N:6]=1)([CH3:3])[CH3:2].C1C[N:41]([P+](ON2N=NC3C=CC=CC2=3)(N2CCCC2)N2CCCC2)[CH2:40]C1.F[P-](F)(F)(F)(F)F.C1C=CC2N(O)N=NC=2C=1.CCN(C(C)C)C(C)C.Cl.CN. Given the product [CH:1]([NH:4][C:5]1[O:9][C:8]([C:10]2[CH:11]=[C:12]3[C:16](=[CH:17][CH:18]=2)[N:15]([S:19]([C:22]2[CH:23]=[CH:24][C:25]([CH3:26])=[CH:27][CH:28]=2)(=[O:21])=[O:20])[CH:14]=[C:13]3[C:29]2[CH:30]=[N:31][CH:32]=[C:33]([CH:37]=2)[C:34]([NH:41][CH3:40])=[O:35])=[N:7][N:6]=1)([CH3:2])[CH3:3], predict the reactants needed to synthesize it. (3) The reactants are: C1(N=C=NC2CCCCC2)CCCCC1.[C:16]([OH:33])(=[O:32])[CH2:17][CH2:18][CH2:19][CH2:20][CH2:21][CH2:22][CH2:23][CH2:24][CH2:25][CH2:26][CH2:27][CH2:28][CH2:29][CH2:30][CH3:31].[F:34][C:35]1[C:40](O)=[C:39]([F:42])[C:38]([F:43])=[C:37]([F:44])[C:36]=1[F:45]. Given the product [C:16]([O:33][C:40]1[C:39]([F:42])=[C:38]([F:43])[C:37]([F:44])=[C:36]([F:45])[C:35]=1[F:34])(=[O:32])[CH2:17][CH2:18][CH2:19][CH2:20][CH2:21][CH2:22][CH2:23][CH2:24][CH2:25][CH2:26][CH2:27][CH2:28][CH2:29][CH2:30][CH3:31], predict the reactants needed to synthesize it. (4) Given the product [CH3:10][O:11][C:12](=[O:22])/[C:13](/[C:27]1[CH:26]=[CH:25][C:24]([N:42]2[C:2]([CH3:3])=[N:45][N:44]=[N:43]2)=[C:23]([Cl:47])[CH:28]=1)=[CH:14]/[CH:15]1[CH2:20][CH2:19][CH2:18][CH2:17][CH2:16]1, predict the reactants needed to synthesize it. The reactants are: Br[CH2:2][CH2:3]Br.C[Si](Cl)(C)C.[CH3:10][O:11][C:12](=[O:22])/[C:13](/I)=[CH:14]\[CH:15]1[CH2:20][CH2:19][CH2:18][CH2:17][CH2:16]1.[C:23]1(P([C:23]2[CH:28]=[CH:27][CH:26]=[CH:25][CH:24]=2)[C:23]2[CH:28]=[CH:27][CH:26]=[CH:25][CH:24]=2)[CH:28]=[CH:27][CH:26]=[CH:25][CH:24]=1.[NH:42]1C=[N:45][N:44]=[N:43]1.[Cl-:47].[NH4+]. (5) Given the product [CH3:24][N:9]([CH2:8][C:6]1[CH:5]=[CH:4][CH:3]=[C:2]([CH3:1])[N:7]=1)[C:10]([C:12]1[CH:13]=[C:14]([CH:19]=[CH:20][CH:21]=1)[C:15]([O:17][CH3:18])=[O:16])=[O:11], predict the reactants needed to synthesize it. The reactants are: [CH3:1][C:2]1[N:7]=[C:6]([CH2:8][NH:9][C:10]([C:12]2[CH:13]=[C:14]([CH:19]=[CH:20][CH:21]=2)[C:15]([O:17][CH3:18])=[O:16])=[O:11])[CH:5]=[CH:4][CH:3]=1.[H-].[Na+].[CH3:24]I. (6) Given the product [Br:1][C:2]1[CH:7]=[C:6]([Cl:8])[CH:5]=[CH:4][C:3]=1[CH2:9][O:10][Si:12]([CH:19]([CH3:21])[CH3:20])([CH:16]([CH3:18])[CH3:17])[CH:13]([CH3:15])[CH3:14], predict the reactants needed to synthesize it. The reactants are: [Br:1][C:2]1[CH:7]=[C:6]([Cl:8])[CH:5]=[CH:4][C:3]=1[CH2:9][OH:10].Cl[Si:12]([CH:19]([CH3:21])[CH3:20])([CH:16]([CH3:18])[CH3:17])[CH:13]([CH3:15])[CH3:14].N1C=CN=C1. (7) Given the product [CH2:1]([N:3]1[CH:7]=[C:6]([C:22]2[N:23]=[CH:24][C:6]3[CH:5]=[N:4][N:3]([C:1]4[CH:2]=[CH:18][CH:17]=[C:19]([N:23]5[CH2:22][CH2:21][NH:20][C@H:19]([CH2:17][CH3:18])[CH2:24]5)[N:20]=4)[C:7]=3[CH:21]=2)[CH:5]=[N:4]1)[CH3:2], predict the reactants needed to synthesize it. The reactants are: [CH2:1]([N:3]1[CH:7]=[C:6](B2OC(C)(C)C(C)(C)O2)[CH:5]=[N:4]1)[CH3:2].[CH2:17]([C@@H:19]1[CH2:24][NH:23][CH2:22][CH2:21][N:20]1C(OC(C)(C)C)=O)[CH3:18]. (8) The reactants are: [CH3:1][O:2][C:3]1[CH:8]=[C:7]([N+:9]([O-:11])=[O:10])[CH:6]=[CH:5][C:4]=1[N:12]1[CH2:17][C@H:16]([CH3:18])[NH:15][C@H:14]([CH3:19])[CH2:13]1.C(N(CC)C(C)C)(C)C.[C:29]([O:33][C:34](O[C:34]([O:33][C:29]([CH3:32])([CH3:31])[CH3:30])=[O:35])=[O:35])([CH3:32])([CH3:31])[CH3:30].C(=O)([O-])O.[Na+]. Given the product [CH3:1][O:2][C:3]1[CH:8]=[C:7]([N+:9]([O-:11])=[O:10])[CH:6]=[CH:5][C:4]=1[N:12]1[CH2:13][C@H:14]([CH3:19])[N:15]([C:34]([O:33][C:29]([CH3:32])([CH3:31])[CH3:30])=[O:35])[C@H:16]([CH3:18])[CH2:17]1, predict the reactants needed to synthesize it. (9) The reactants are: [CH3:1][S:2](Cl)(=[O:4])=[O:3].[OH:6][CH2:7][CH2:8][CH2:9][CH:10]1[C:18]2[C:13](=[CH:14][CH:15]=[CH:16][CH:17]=2)[NH:12][C:11]1=[O:19].C(N(CC)CC)C. Given the product [CH3:1][S:2]([O:6][CH2:7][CH2:8][CH2:9][CH:10]1[C:18]2[C:13](=[CH:14][CH:15]=[CH:16][CH:17]=2)[NH:12][C:11]1=[O:19])(=[O:4])=[O:3], predict the reactants needed to synthesize it.